From a dataset of Forward reaction prediction with 1.9M reactions from USPTO patents (1976-2016). Predict the product of the given reaction. The product is: [Br:9][CH2:10][C:11]([NH:5][C:4]1[CH:6]=[CH:7][CH:8]=[C:2]([I:1])[CH:3]=1)=[O:12]. Given the reactants [I:1][C:2]1[CH:3]=[C:4]([CH:6]=[CH:7][CH:8]=1)[NH2:5].[Br:9][CH2:10][C:11](Br)=[O:12].CCN(CC)CC, predict the reaction product.